From a dataset of Forward reaction prediction with 1.9M reactions from USPTO patents (1976-2016). Predict the product of the given reaction. (1) The product is: [CH3:25][C:13]1[N:14]([CH2:21][C:22]([OH:24])=[O:23])[C:15]2[C:20]([C:12]=1[C:5]1[C:6]3[CH:11]=[CH:10][CH:9]=[CH:8][C:7]=3[S:2](=[O:1])(=[O:34])[N:3]([CH2:26][CH2:27][CH:28]([CH3:33])[CH3:29])[N:4]=1)=[CH:19][CH:18]=[CH:17][CH:16]=2. Given the reactants [O:1]=[S:2]1(=[O:34])[C:7]2[CH:8]=[CH:9][CH:10]=[CH:11][C:6]=2[C:5]([C:12]2[C:20]3[C:15](=[CH:16][CH:17]=[CH:18][CH:19]=3)[N:14]([CH2:21][C:22]([OH:24])=[O:23])[C:13]=2[CH3:25])=[N:4][N:3]1[CH2:26][CH2:27][C:28]1[CH:33]=CC=C[CH:29]=1.BrCCC(C)C, predict the reaction product. (2) Given the reactants [C:1]([NH:4][C:5]1[S:6][C:7]([C:26]([OH:28])=O)=[C:8]([CH2:10][CH2:11][C:12]2[CH:17]=[CH:16][C:15]([NH:18][C:19]([O:21][C:22]([CH3:25])([CH3:24])[CH3:23])=[O:20])=[CH:14][CH:13]=2)[N:9]=1)(=[O:3])[CH3:2].CN.O[N:32]1[C:36]2C=CC=CC=2N=N1.Cl.C(N=C=NCCCN(C)C)C.C(=O)([O-])O.[Na+], predict the reaction product. The product is: [C:1]([NH:4][C:5]1[S:6][C:7]([C:26]([NH:32][CH3:36])=[O:28])=[C:8]([CH2:10][CH2:11][C:12]2[CH:13]=[CH:14][C:15]([NH:18][C:19](=[O:20])[O:21][C:22]([CH3:24])([CH3:23])[CH3:25])=[CH:16][CH:17]=2)[N:9]=1)(=[O:3])[CH3:2]. (3) Given the reactants [CH2:1]([O:3][C:4](=[O:28])[CH2:5][C:6]1[CH:7]=[C:8]([C:14]2[CH:19]=[CH:18][C:17]([C:20]([F:23])([F:22])[F:21])=[CH:16][C:15]=2[CH2:24][NH:25][CH2:26][CH3:27])[C:9]([O:12][CH3:13])=[CH:10][CH:11]=1)[CH3:2].C(N(C(C)C)CC)(C)C.[C:38](Cl)(Cl)=[O:39].[NH2:42][CH2:43][C:44]1[CH:49]=[CH:48][CH:47]=[CH:46][N:45]=1.C(N(CC)CC)C, predict the reaction product. The product is: [CH2:1]([O:3][C:4](=[O:28])[CH2:5][C:6]1[CH:7]=[C:8]([C:14]2[CH:19]=[CH:18][C:17]([C:20]([F:23])([F:21])[F:22])=[CH:16][C:15]=2[CH2:24][N:25]([CH2:26][CH3:27])[C:38]([NH:42][CH2:43][C:44]2[CH:49]=[CH:48][CH:47]=[CH:46][N:45]=2)=[O:39])[C:9]([O:12][CH3:13])=[CH:10][CH:11]=1)[CH3:2]. (4) Given the reactants [OH-].[K+].C([O:9][CH2:10][C:11]1[CH:16]=[C:15]([C:17]2[CH:18]=[CH:19][C:20]3[C:25]([N:26]4[CH2:31][CH2:30][O:29][CH2:28][C@@H:27]4[CH3:32])=[N:24][C:23]([N:33]4[CH2:38][CH2:37][O:36][CH2:35][C@@H:34]4[CH3:39])=[N:22][C:21]=3[N:40]=2)[CH:14]=[CH:13][C:12]=1[O:41][CH3:42])(=O)C(C)(C)C, predict the reaction product. The product is: [CH3:39][C@H:34]1[CH2:35][O:36][CH2:37][CH2:38][N:33]1[C:23]1[N:24]=[C:25]([N:26]2[CH2:31][CH2:30][O:29][CH2:28][C@@H:27]2[CH3:32])[C:20]2[CH:19]=[CH:18][C:17]([C:15]3[CH:14]=[CH:13][C:12]([O:41][CH3:42])=[C:11]([CH2:10][OH:9])[CH:16]=3)=[N:40][C:21]=2[N:22]=1. (5) Given the reactants [CH3:1][S:2][C:3]1[C:4]([C:8]2[CH:9]=[N:10][CH:11]=[CH:12][CH:13]=2)=[N:5][NH:6][CH:7]=1.[CH2:14](SS[CH2:14][CH2:15][CH2:16][CH2:17][CH2:18]C)[CH2:15][CH2:16][CH2:17][CH2:18]C.IC1C(C2C=NC=CC=2)=NNC=1, predict the reaction product. The product is: [CH2:1]([S:2][C:3]1[C:4]([C:8]2[CH:9]=[N:10][CH:11]=[CH:12][CH:13]=2)=[N:5][NH:6][CH:7]=1)[CH2:14][CH2:15][CH2:16][CH2:17][CH3:18]. (6) Given the reactants [O:1]=[C:2]1[CH2:6][CH2:5][N:4]([C:7]([O:9][C:10]([CH3:13])([CH3:12])[CH3:11])=[O:8])[CH2:3]1.[CH3:14][N:15]([CH:17](OC)OC)[CH3:16], predict the reaction product. The product is: [CH3:14][N:15](/[CH:17]=[C:6]1/[CH2:5][N:4]([C:7]([O:9][C:10]([CH3:13])([CH3:12])[CH3:11])=[O:8])[CH2:3][C:2]/1=[O:1])[CH3:16].